Predict the product of the given reaction. From a dataset of Forward reaction prediction with 1.9M reactions from USPTO patents (1976-2016). (1) Given the reactants [F:1][C:2]([F:33])([F:32])[C:3]1[CH:4]=[C:5]([CH:25]=[C:26]([C:28]([F:31])([F:30])[F:29])[CH:27]=1)[C:6]([N:8]1[CH2:24][CH2:23][C:11]2([N:15]([C:16]3[CH:21]=[CH:20][CH:19]=[CH:18][CH:17]=3)[CH2:14][NH:13][C:12]2=[O:22])[CH2:10][CH2:9]1)=[O:7], predict the reaction product. The product is: [F:33][C:2]([F:1])([F:32])[C:3]1[CH:4]=[C:5]([CH:25]=[C:26]([C:28]([F:31])([F:30])[F:29])[CH:27]=1)[C:6]([N:8]1[CH2:9][CH2:10][C:11]2([N:15]([C:16]3[CH:17]=[CH:18][CH:19]=[CH:20][CH:21]=3)[CH2:14][N:13]([CH2:5][C:6]([NH2:8])=[O:7])[C:12]2=[O:22])[CH2:23][CH2:24]1)=[O:7]. (2) Given the reactants CC1C=CC(S(O[CH2:12][CH2:13][CH2:14][CH2:15][C:16]2[C:24]3[C:19](=[CH:20][CH:21]=[C:22]([O:25][CH3:26])[CH:23]=3)[NH:18][CH:17]=2)(=O)=O)=CC=1.[CH3:27][O:28][C:29]1[CH:34]=[C:33]([O:35][CH3:36])[N:32]=[C:31]([N:37]2[CH2:42][CH2:41][NH:40][CH2:39][CH2:38]2)[N:30]=1.C(=O)([O-])[O-].[K+].[K+].[I-].[K+], predict the reaction product. The product is: [CH3:27][O:28][C:29]1[CH:34]=[C:33]([O:35][CH3:36])[N:32]=[C:31]([N:37]2[CH2:38][CH2:39][N:40]([CH2:12][CH2:13][CH2:14][CH2:15][C:16]3[C:24]4[C:19](=[CH:20][CH:21]=[C:22]([O:25][CH3:26])[CH:23]=4)[NH:18][CH:17]=3)[CH2:41][CH2:42]2)[N:30]=1. (3) The product is: [NH3:2].[CH3:10][OH:11].[Cl:50][CH2:51][Cl:53].[CH2:24]([N:21]1[CH2:20][CH2:19][N:18]([C:15]2[CH:16]=[CH:17][C:12]([O:11][CH2:10][CH2:9][CH2:8][N:2]3[CH2:7][CH2:6][CH2:5][CH2:4][CH2:3]3)=[CH:13][CH:14]=2)[CH2:23][CH2:22]1)[C:25]1[CH:30]=[CH:29][CH:28]=[CH:27][CH:26]=1. Given the reactants Cl.[N:2]1([CH2:8][CH2:9][CH2:10][O:11][C:12]2[CH:17]=[CH:16][C:15]([N:18]3[CH2:23][CH2:22][NH:21][CH2:20][CH2:19]3)=[CH:14][CH:13]=2)[CH2:7][CH2:6][CH2:5][CH2:4][CH2:3]1.[CH:24](=O)[C:25]1[CH:30]=[CH:29][CH:28]=[CH:27][CH:26]=1.C(O)(=O)C.C(O[BH-](OC(=O)C)OC(=O)C)(=O)C.[Na+].[Cl:50][CH:51]([Cl:53])C, predict the reaction product. (4) Given the reactants [NH:1]1[C:5]([C:6]2[CH:11]=[CH:10][C:9]([NH:12][C:13]([CH:15]3[CH:19]([C:20]4[CH:25]=[CH:24][CH:23]=[C:22]([Cl:26])[C:21]=4[F:27])[C:18]([C:30]4[CH:35]=[CH:34][C:33]([Cl:36])=[CH:32][C:31]=4[F:37])([C:28]#[N:29])[CH:17]([CH2:38][C:39]([CH3:42])([CH3:41])[CH3:40])[NH:16]3)=[O:14])=[CH:8][CH:7]=2)=[N:4][N:3]=[N:2]1, predict the reaction product. The product is: [NH:4]1[C:5]([C:6]2[CH:11]=[CH:10][C:9]([NH:12][C:13]([C@H:15]3[C@H:19]([C:20]4[CH:25]=[CH:24][CH:23]=[C:22]([Cl:26])[C:21]=4[F:27])[C@:18]([C:30]4[CH:35]=[CH:34][C:33]([Cl:36])=[CH:32][C:31]=4[F:37])([C:28]#[N:29])[C@H:17]([CH2:38][C:39]([CH3:42])([CH3:41])[CH3:40])[NH:16]3)=[O:14])=[CH:8][CH:7]=2)=[N:1][N:2]=[N:3]1.